Dataset: Reaction yield outcomes from USPTO patents with 853,638 reactions. Task: Predict the reaction yield, written as a fraction of the theoretical maximum amount of product (1.0 means a 100% yield; for example, 0.34 means a 34% yield). (1) The reactants are [I:1][C:2]1[CH:9]=[CH:8][CH:7]=[CH:6][C:3]=1[CH2:4][OH:5]. The catalyst is ClCCl.[O-2].[Mn+2]. The product is [I:1][C:2]1[CH:9]=[CH:8][CH:7]=[CH:6][C:3]=1[CH:4]=[O:5]. The yield is 0.910. (2) The reactants are [F:1][C:2]([F:15])([F:14])[CH:3]([NH2:13])[CH2:4][S:5][C:6]1[CH:11]=[CH:10][C:9]([CH3:12])=[CH:8][CH:7]=1.[NH2:16][C:17]1[CH:22]=[C:21]([Cl:23])[CH:20]=[C:19]([Cl:24])[C:18]=1[S:25](Cl)(=[O:27])=[O:26]. The catalyst is N1C=CC=CC=1.[Cl-].[NH4+]. The product is [NH2:16][C:17]1[CH:22]=[C:21]([Cl:23])[CH:20]=[C:19]([Cl:24])[C:18]=1[S:25]([NH:13][CH:3]([CH2:4][S:5][C:6]1[CH:11]=[CH:10][C:9]([CH3:12])=[CH:8][CH:7]=1)[C:2]([F:1])([F:14])[F:15])(=[O:27])=[O:26]. The yield is 0.260. (3) The reactants are C(OC([N:11]1[CH2:16][CH2:15][CH:14]([C:17](=[O:33])[NH:18][C:19]2[CH:24]=[C:23]([C:25]3[CH:30]=[CH:29][CH:28]=[CH:27][C:26]=3[O:31][CH3:32])[N:22]=[CH:21][N:20]=2)[CH2:13][CH2:12]1)=O)C1C=CC=CC=1. The catalyst is CO.ClCCl.[Pd]. The product is [CH3:32][O:31][C:26]1[CH:27]=[CH:28][CH:29]=[CH:30][C:25]=1[C:23]1[N:22]=[CH:21][N:20]=[C:19]([NH:18][C:17]([CH:14]2[CH2:15][CH2:16][NH:11][CH2:12][CH2:13]2)=[O:33])[CH:24]=1. The yield is 0.420. (4) The reactants are [N+:1]([C:4]1[C:13]2[C:8](=[CH:9][CH:10]=[CH:11][CH:12]=2)[C:7]([N:14]2[CH2:19][CH2:18][N:17]3[CH2:20][CH2:21][CH2:22][CH:16]3[CH2:15]2)=[CH:6][CH:5]=1)([O-])=O.O.NN.N1C=CC=CC=1.[C:32]1([CH3:42])[CH:37]=[CH:36][C:35]([S:38]([Cl:41])(=[O:40])=[O:39])=[CH:34][CH:33]=1. The catalyst is C1COCC1.[Ni].CCO. The product is [ClH:41].[CH2:15]1[N:14]([C:7]2[C:8]3[C:13](=[CH:12][CH:11]=[CH:10][CH:9]=3)[C:4]([NH:1][S:38]([C:35]3[CH:36]=[CH:37][C:32]([CH3:42])=[CH:33][CH:34]=3)(=[O:40])=[O:39])=[CH:5][CH:6]=2)[CH2:19][CH2:18][N:17]2[CH2:20][CH2:21][CH2:22][CH:16]12. The yield is 0.950. (5) The reactants are [CH3:1][O:2][C:3]1[CH:25]=[C:24]([O:26][CH3:27])[CH:23]=[CH:22][C:4]=1[O:5][CH2:6][C@@H:7]1[C@:16]2([CH3:17])[C@H:11]([C:12]([CH3:19])([CH3:18])[CH2:13][CH2:14][CH2:15]2)[CH2:10][CH2:9][C@@:8]1([CH3:21])O.Cl[Sn](Cl)(Cl)Cl. The catalyst is C(Cl)Cl. The product is [CH3:27][O:26][C:24]1[CH:23]=[C:22]2[C:4](=[C:3]([O:2][CH3:1])[CH:25]=1)[O:5][CH2:6][C@H:7]1[C@@:8]2([CH3:21])[CH2:9][CH2:10][C@@H:11]2[C@:16]1([CH3:17])[CH2:15][CH2:14][CH2:13][C:12]2([CH3:19])[CH3:18]. The yield is 0.800.